From a dataset of Forward reaction prediction with 1.9M reactions from USPTO patents (1976-2016). Predict the product of the given reaction. (1) The product is: [CH2:2]([S:39]([C:15]1[CH:20]=[CH:19][CH:18]=[CH:17][C:16]=1[C:21]1[NH:33][C:24]2=[N:25][CH:26]=[C:27]([C:29]([F:32])([F:30])[F:31])[CH:28]=[C:23]2[N:22]=1)(=[O:43])=[O:41])[CH3:3]. Given the reactants Cl[C:2]1C=CC=C(C(OO)=O)[CH:3]=1.C(S[C:15]1[CH:20]=[CH:19][CH:18]=[CH:17][C:16]=1[C:21]1[NH:33][C:24]2=[N:25][CH:26]=[C:27]([C:29]([F:32])([F:31])[F:30])[CH:28]=[C:23]2[N:22]=1)C.C(=O)([O-])O.[Na+].[S:39]([O-:43])([O-])(=[O:41])=S.[Na+].[Na+], predict the reaction product. (2) The product is: [CH2:1]([S:13][CH2:14][C@@H:15]([OH:16])[CH2:19][OH:18])[CH2:2][CH2:3][CH2:4][CH2:5][CH2:6][CH2:7][CH2:8][CH2:9][CH2:10][CH2:11][CH3:12]. Given the reactants [CH2:1]([S:13][CH2:14][C@@H:15]1[CH2:19][O:18]C(C)(C)[O:16]1)[CH2:2][CH2:3][CH2:4][CH2:5][CH2:6][CH2:7][CH2:8][CH2:9][CH2:10][CH2:11][CH3:12], predict the reaction product. (3) Given the reactants [CH2:1]([O:3][C:4](=[O:13])[C:5]1[CH:10]=[CH:9][C:8]([F:11])=[CH:7][C:6]=1[OH:12])[CH3:2].C(N(CC)C(C)C)(C)C.Cl[CH2:24][O:25][CH3:26].O, predict the reaction product. The product is: [CH2:1]([O:3][C:4](=[O:13])[C:5]1[CH:10]=[CH:9][C:8]([F:11])=[CH:7][C:6]=1[O:12][CH2:24][O:25][CH3:26])[CH3:2]. (4) Given the reactants [C:1]([O:5][C:6]([N:8]1[CH2:13][CH2:12][CH:11]([O:14][C:15]2[CH:20]=[CH:19][C:18]([NH:21][CH2:22]/[CH:23]=[CH:24]/[C:25]3[CH:26]=[C:27]([CH:30]=[CH:31][CH:32]=3)[C:28]#[N:29])=[CH:17][CH:16]=2)[CH2:10][CH2:9]1)=[O:7])([CH3:4])([CH3:3])[CH3:2].C(=O)([O-])[O-].[K+].[K+].Br[CH:40]([CH2:46][CH3:47])[C:41]([O:43][CH2:44][CH3:45])=[O:42].O, predict the reaction product. The product is: [C:1]([O:5][C:6]([N:8]1[CH2:13][CH2:12][CH:11]([O:14][C:15]2[CH:20]=[CH:19][C:18]([N:21]([CH2:47][CH2:46][CH2:40][C:41]([O:43][CH2:44][CH3:45])=[O:42])[CH2:22]/[CH:23]=[CH:24]/[C:25]3[CH:32]=[CH:31][CH:30]=[C:27]([C:28]#[N:29])[CH:26]=3)=[CH:17][CH:16]=2)[CH2:10][CH2:9]1)=[O:7])([CH3:4])([CH3:2])[CH3:3].